Dataset: Full USPTO retrosynthesis dataset with 1.9M reactions from patents (1976-2016). Task: Predict the reactants needed to synthesize the given product. (1) The reactants are: Br[CH2:2][C:3]1[CH:8]=[CH:7][CH:6]=[CH:5][C:4]=1[F:9].[NH2:10][C:11]1[S:12][CH:13]=[CH:14][N:15]=1.N1C2C(=CC=CC=2)C=C1.[NH:25]1[C:33]2[C:28](=[CH:29][CH:30]=[CH:31][CH:32]=2)[C:27]([C:34](OC)=[O:35])=[CH:26]1. Given the product [S:12]1[CH:13]=[CH:14][N:15]=[C:11]1[NH:10][C:34]([C:27]1[C:28]2[C:33](=[CH:32][CH:31]=[CH:30][CH:29]=2)[N:25]([CH2:2][C:3]2[CH:8]=[CH:7][CH:6]=[CH:5][C:4]=2[F:9])[CH:26]=1)=[O:35], predict the reactants needed to synthesize it. (2) Given the product [Br:30][C:31]1[CH:36]=[CH:35][C:34]([N:15]([C:12]2[C:11]3[C:6]([C:5]4[CH:4]=[CH:3][CH:2]=[CH:1][C:14]=4[CH:13]=2)=[CH:7][CH:8]=[CH:9][CH:10]=3)[C:16]2[C:17]3[C:22]([C:23]4[CH:24]=[CH:25][CH:26]=[CH:27][C:28]=4[CH:29]=2)=[CH:21][CH:20]=[CH:19][CH:18]=3)=[CH:33][CH:32]=1, predict the reactants needed to synthesize it. The reactants are: [CH:1]1[C:14]2[CH:13]=[C:12]([NH:15][C:16]3[C:17]4[C:22]([C:23]5[CH:24]=[CH:25][CH:26]=[CH:27][C:28]=5[CH:29]=3)=[CH:21][CH:20]=[CH:19][CH:18]=4)[C:11]3[C:6](=[CH:7][CH:8]=[CH:9][CH:10]=3)[C:5]=2[CH:4]=[CH:3][CH:2]=1.[Br:30][C:31]1[CH:36]=[CH:35][C:34](Br)=[CH:33][CH:32]=1.CC(C)([O-])C.[Na+]. (3) Given the product [CH2:12]([O:9][C:8]1[C:3]([CH2:2][OH:1])=[N:4][C:5]([CH3:10])=[CH:6][CH:7]=1)[CH3:13], predict the reactants needed to synthesize it. The reactants are: [OH:1][CH2:2][C:3]1[C:8]([OH:9])=[CH:7][CH:6]=[C:5]([CH3:10])[N:4]=1.I[CH2:12][CH3:13].C(=O)([O-])[O-].[K+].[K+].O. (4) Given the product [Cl:25][C:26]1[N:27]=[C:28]([CH3:33])[N:29]=[C:30]([N:19]2[C:20]3[C:16](=[CH:15][C:14]([C:12]([NH:11][CH2:10][C:5]4[CH:6]=[CH:7][CH:8]=[CH:9][C:4]=4[O:3][C:2]([F:23])([F:1])[F:24])=[O:13])=[CH:22][CH:21]=3)[CH2:17][CH2:18]2)[N:31]=1, predict the reactants needed to synthesize it. The reactants are: [F:1][C:2]([F:24])([F:23])[O:3][C:4]1[CH:9]=[CH:8][CH:7]=[CH:6][C:5]=1[CH2:10][NH:11][C:12]([C:14]1[CH:15]=[C:16]2[C:20](=[CH:21][CH:22]=1)[NH:19][CH2:18][CH2:17]2)=[O:13].[Cl:25][C:26]1[N:31]=[C:30](Cl)[N:29]=[C:28]([CH3:33])[N:27]=1.C(N(C(C)C)CC)(C)C. (5) The reactants are: [CH2:1]([O:8][CH2:9][CH2:10][N:11]1[C:23]2[C:22]3[CH:21]=[CH:20][CH:19]=[CH:18][C:17]=3[N:16]=[C:15]([NH:24]C(=O)C(Cl)(Cl)Cl)[C:14]=2[N:13]=[C:12]1[CH2:31][CH2:32][CH2:33][CH3:34])[C:2]1[CH:7]=[CH:6][CH:5]=[CH:4][CH:3]=1.C[O-].[Na+]. Given the product [CH2:1]([O:8][CH2:9][CH2:10][N:11]1[C:23]2[C:22]3[CH:21]=[CH:20][CH:19]=[CH:18][C:17]=3[N:16]=[C:15]([NH2:24])[C:14]=2[N:13]=[C:12]1[CH2:31][CH2:32][CH2:33][CH3:34])[C:2]1[CH:3]=[CH:4][CH:5]=[CH:6][CH:7]=1, predict the reactants needed to synthesize it. (6) Given the product [CH2:6]([O:5][C:3](=[O:4])[CH:2]([CH3:8])[NH:15][CH:9]1[CH2:14][CH2:13][CH2:12][CH2:11][CH2:10]1)[CH3:7], predict the reactants needed to synthesize it. The reactants are: Br[CH:2]([CH3:8])[C:3]([O:5][CH2:6][CH3:7])=[O:4].[CH:9]1([NH2:15])[CH2:14][CH2:13][CH2:12][CH2:11][CH2:10]1. (7) The reactants are: [Cl:1][C:2]1[CH:7]=[CH:6][C:5]([N+:8]([O-])=O)=[CH:4][C:3]=1[C:11]1[CH:38]=[C:37]([CH3:39])[C:14]2[N:15]=[C:16]([NH:19][C:20]3[CH:25]=[CH:24][C:23]([S:26]([NH:29][CH2:30][CH2:31][N:32]4[CH2:36][CH2:35][CH2:34][CH2:33]4)(=[O:28])=[O:27])=[CH:22][CH:21]=3)[N:17]=[N:18][C:13]=2[CH:12]=1. Given the product [NH2:8][C:5]1[CH:6]=[CH:7][C:2]([Cl:1])=[C:3]([C:11]2[CH:38]=[C:37]([CH3:39])[C:14]3[N:15]=[C:16]([NH:19][C:20]4[CH:21]=[CH:22][C:23]([S:26]([NH:29][CH2:30][CH2:31][N:32]5[CH2:36][CH2:35][CH2:34][CH2:33]5)(=[O:27])=[O:28])=[CH:24][CH:25]=4)[N:17]=[N:18][C:13]=3[CH:12]=2)[CH:4]=1, predict the reactants needed to synthesize it. (8) Given the product [Cl:32][C:29]1[CH:30]=[CH:31][C:26]([N:22]([C@H:15]2[C:16]3[C:21](=[CH:20][CH:19]=[CH:18][CH:17]=3)[N:12]([C:10](=[O:11])[C:9]3[CH:8]=[CH:7][C:6]([O:5][CH2:4][CH2:3][CH2:2][NH:1][C:41]([NH2:40])=[O:42])=[CH:35][CH:34]=3)[C@@H:13]([CH3:33])[CH2:14]2)[C:23](=[O:25])[CH3:24])=[CH:27][CH:28]=1, predict the reactants needed to synthesize it. The reactants are: [NH2:1][CH2:2][CH2:3][CH2:4][O:5][C:6]1[CH:35]=[CH:34][C:9]([C:10]([N:12]2[C:21]3[C:16](=[CH:17][CH:18]=[CH:19][CH:20]=3)[C@H:15]([N:22]([C:26]3[CH:31]=[CH:30][C:29]([Cl:32])=[CH:28][CH:27]=3)[C:23](=[O:25])[CH3:24])[CH2:14][C@@H:13]2[CH3:33])=[O:11])=[CH:8][CH:7]=1.C[Si]([N:40]=[C:41]=[O:42])(C)C. (9) The reactants are: [NH2:1][CH2:2][C:3]1[CH:8]=[CH:7][C:6]([C:9]2[N:17]3[C:12]([C:13]([NH2:18])=[N:14][CH:15]=[N:16]3)=[C:11]([C:19]3[CH:20]=[CH:21][C:22]4[C:26]([CH:27]=3)=[N:25][N:24]([CH2:28][C:29]3[CH:34]=[CH:33][CH:32]=[CH:31][CH:30]=3)[CH:23]=4)[CH:10]=2)=[CH:5][CH:4]=1.[C:35]1(=O)[CH2:40][CH2:39][CH2:38][CH2:37][CH2:36]1. Given the product [CH2:28]([N:24]1[CH:23]=[C:22]2[C:26]([CH:27]=[C:19]([C:11]3[CH:10]=[C:9]([C:6]4[CH:7]=[CH:8][C:3]([CH2:2][NH:1][CH:35]5[CH2:40][CH2:39][CH2:38][CH2:37][CH2:36]5)=[CH:4][CH:5]=4)[N:17]4[C:12]=3[C:13]([NH2:18])=[N:14][CH:15]=[N:16]4)[CH:20]=[CH:21]2)=[N:25]1)[C:29]1[CH:30]=[CH:31][CH:32]=[CH:33][CH:34]=1, predict the reactants needed to synthesize it.